This data is from Reaction yield outcomes from USPTO patents with 853,638 reactions. The task is: Predict the reaction yield, written as a fraction of the theoretical maximum amount of product (1.0 means a 100% yield; for example, 0.34 means a 34% yield). (1) The reactants are [F:1][CH:2]([F:5])[CH2:3]Cl.[C:6]1(=[O:16])[NH:10][C:9](=[O:11])[C:8]2=[CH:12][CH:13]=[CH:14][CH:15]=[C:7]12.C(=O)([O-])[O-].[K+].[K+]. The catalyst is CN(C)C=O. The product is [F:1][CH:2]([F:5])[CH2:3][N:10]1[C:6](=[O:16])[C:7]2[C:8](=[CH:12][CH:13]=[CH:14][CH:15]=2)[C:9]1=[O:11]. The yield is 0.770. (2) The reactants are [NH2:1][CH2:2][C:3]([OH:5])=[O:4].[C:6]1([S:12](Cl)(=[O:14])=[O:13])[CH:11]=[CH:10][CH:9]=[CH:8][CH:7]=1.[OH-].[Na+]. No catalyst specified. The product is [C:6]1([S:12]([NH:1][CH2:2][C:3]([OH:5])=[O:4])(=[O:14])=[O:13])[CH:11]=[CH:10][CH:9]=[CH:8][CH:7]=1. The yield is 0.480. (3) The reactants are Cl[CH2:2][C:3]1[CH:13]=[CH:12][C:6]2[O:7][C:8]([F:11])([F:10])[O:9][C:5]=2[CH:4]=1.[C-:14]#[N:15].[Na+].O.C(OC)(C)(C)C. The catalyst is CS(C)=O. The product is [F:10][C:8]1([F:11])[O:7][C:6]2[CH:12]=[CH:13][C:3]([CH2:2][C:14]#[N:15])=[CH:4][C:5]=2[O:9]1. The yield is 0.950.